Binary Classification. Given a T-cell receptor sequence (or CDR3 region) and an epitope sequence, predict whether binding occurs between them. From a dataset of TCR-epitope binding with 47,182 pairs between 192 epitopes and 23,139 TCRs. (1) The TCR CDR3 sequence is CASSVVSGTSGRGNEQFF. The epitope is TLIGDCATV. Result: 0 (the TCR does not bind to the epitope). (2) The epitope is LSDDAVVCFNSTY. The TCR CDR3 sequence is CASSLDRAKIREQYV. Result: 1 (the TCR binds to the epitope). (3) The epitope is TSNQVAVLY. The TCR CDR3 sequence is CASSVDAYSNQPQHF. Result: 0 (the TCR does not bind to the epitope). (4) The epitope is PKYVKQNTLKLAT. The TCR CDR3 sequence is CASSLPLNPTGTSGVNGPGELFF. Result: 0 (the TCR does not bind to the epitope). (5) The epitope is ELAGIGILTV. The TCR CDR3 sequence is CASSPETGFAGEQYF. Result: 0 (the TCR does not bind to the epitope). (6) The epitope is AVFDRKSDAK. The TCR CDR3 sequence is CATSIDRGREKLFF. Result: 0 (the TCR does not bind to the epitope).